This data is from NCI-60 drug combinations with 297,098 pairs across 59 cell lines. The task is: Regression. Given two drug SMILES strings and cell line genomic features, predict the synergy score measuring deviation from expected non-interaction effect. (1) Drug 1: CC12CCC(CC1=CCC3C2CCC4(C3CC=C4C5=CN=CC=C5)C)O. Drug 2: C1=CN(C=N1)CC(O)(P(=O)(O)O)P(=O)(O)O. Cell line: UACC62. Synergy scores: CSS=1.34, Synergy_ZIP=4.19, Synergy_Bliss=-0.633, Synergy_Loewe=-0.786, Synergy_HSA=-0.420. (2) Drug 1: CC1=C(C=C(C=C1)NC2=NC=CC(=N2)N(C)C3=CC4=NN(C(=C4C=C3)C)C)S(=O)(=O)N.Cl. Drug 2: CCC1(C2=C(COC1=O)C(=O)N3CC4=CC5=C(C=CC(=C5CN(C)C)O)N=C4C3=C2)O.Cl. Cell line: M14. Synergy scores: CSS=11.0, Synergy_ZIP=-5.46, Synergy_Bliss=-1.74, Synergy_Loewe=-34.9, Synergy_HSA=-4.74. (3) Drug 1: CN1C(=O)N2C=NC(=C2N=N1)C(=O)N. Drug 2: CC1=C2C(C(=O)C3(C(CC4C(C3C(C(C2(C)C)(CC1OC(=O)C(C(C5=CC=CC=C5)NC(=O)OC(C)(C)C)O)O)OC(=O)C6=CC=CC=C6)(CO4)OC(=O)C)O)C)O. Cell line: T-47D. Synergy scores: CSS=-2.64, Synergy_ZIP=2.60, Synergy_Bliss=2.51, Synergy_Loewe=-4.55, Synergy_HSA=-3.58. (4) Drug 1: C1C(C(OC1N2C=C(C(=O)NC2=O)F)CO)O. Drug 2: COC1=C2C(=CC3=C1OC=C3)C=CC(=O)O2. Cell line: UO-31. Synergy scores: CSS=31.0, Synergy_ZIP=-3.27, Synergy_Bliss=0.490, Synergy_Loewe=-66.8, Synergy_HSA=-1.39.